This data is from SARS-CoV-2 main protease (3CLPro) crystallographic fragment screen with 879 compounds. The task is: Binary Classification. Given a drug SMILES string, predict its activity (active/inactive) in a high-throughput screening assay against a specified biological target. (1) The drug is CN1CCN(C(=O)C2CCCO2)CC1. The result is 0 (inactive). (2) The result is 0 (inactive). The molecule is O=C1CN(C(=O)COc2ccccc2)CCN1. (3) The drug is O=C(COc1ccccc1)N1CCCC1. The result is 0 (inactive). (4) The compound is CCN1N=C(C(F)(F)F)CC1=O. The result is 0 (inactive). (5) The drug is CC(=O)c1cccc(NC(=O)C(F)(F)F)c1. The result is 0 (inactive). (6) The drug is CCCn1nccc1-c1ccncc1. The result is 0 (inactive).